From a dataset of Reaction yield outcomes from USPTO patents with 853,638 reactions. Predict the reaction yield, written as a fraction of the theoretical maximum amount of product (1.0 means a 100% yield; for example, 0.34 means a 34% yield). The yield is 0.605. The catalyst is CC(O)=O. The product is [C:1]([OH:4])(=[O:3])[CH3:2].[OH:5][C@H:6]1[CH2:30][CH2:29][C@@:28]2([CH3:31])[C@H:8]([CH2:9][CH2:10][C@@H:11]3[C:27]2=[CH:26][C:25](=[O:3])[C@@:24]2([CH3:32])[C@H:12]3[CH2:13][CH2:14][C@@H:15]2[C@H:16]([CH3:23])[CH2:17][CH2:18][C:19]([O:21][CH3:22])=[O:20])[CH2:7]1. The reactants are [C:1]([OH:4])(=[O:3])[CH3:2].[OH:5][C@H:6]1[CH2:30][CH2:29][C@@:28]2([CH3:31])[C@H:8]([CH2:9][CH2:10][C@@H:11]3[C:27]2=[CH:26][CH2:25][C@@:24]2([CH3:32])[C@H:12]3[CH2:13][CH2:14][C@@H:15]2[C@H:16]([CH3:23])[CH2:17][CH2:18][C:19]([O:21][CH3:22])=[O:20])[CH2:7]1.